This data is from Catalyst prediction with 721,799 reactions and 888 catalyst types from USPTO. The task is: Predict which catalyst facilitates the given reaction. Reactant: C(N(C(C)C)CC)(C)C.O.O.[C:12]([O:16][C:17]([N:19]1[CH2:24][CH2:23][N:22]([CH2:25][C:26]([OH:28])=O)[CH2:21][CH2:20]1)=[O:18])([CH3:15])([CH3:14])[CH3:13].CN(C(ON1N=NC2C=CC=NC1=2)=[N+](C)C)C.F[P-](F)(F)(F)(F)F.[CH2:53]([NH:55][CH:56]1[CH2:61][CH2:60][N:59]([C:62]([O:64][CH2:65][C:66]2[CH:71]=[CH:70][CH:69]=[CH:68][CH:67]=2)=[O:63])[CH2:58][CH2:57]1)[CH3:54]. Product: [CH2:65]([O:64][C:62]([N:59]1[CH2:60][CH2:61][CH:56]([N:55]([CH2:53][CH3:54])[C:26](=[O:28])[CH2:25][N:22]2[CH2:21][CH2:20][N:19]([C:17]([O:16][C:12]([CH3:13])([CH3:14])[CH3:15])=[O:18])[CH2:24][CH2:23]2)[CH2:57][CH2:58]1)=[O:63])[C:66]1[CH:71]=[CH:70][CH:69]=[CH:68][CH:67]=1. The catalyst class is: 4.